This data is from Reaction yield outcomes from USPTO patents with 853,638 reactions. The task is: Predict the reaction yield, written as a fraction of the theoretical maximum amount of product (1.0 means a 100% yield; for example, 0.34 means a 34% yield). The product is [O:12]=[C:4]1[NH:5][C:6]2[C:11](/[C:3]/1=[CH:2]/[NH:13][C:14]1[CH:23]=[CH:22][C:17]3[NH:18][C:19](=[O:21])[NH:20][C:16]=3[CH:15]=1)=[CH:10][CH:9]=[CH:8][CH:7]=2. The reactants are O[CH:2]=[C:3]1[C:11]2[C:6](=[CH:7][CH:8]=[CH:9][CH:10]=2)[NH:5][C:4]1=[O:12].[NH2:13][C:14]1[CH:23]=[CH:22][C:17]2=[N:18][C:19](=[O:21])[N:20]=[C:16]2[CH:15]=1. The yield is 0.510. The catalyst is C(O)C.